From a dataset of Full USPTO retrosynthesis dataset with 1.9M reactions from patents (1976-2016). Predict the reactants needed to synthesize the given product. Given the product [CH3:9][C:8]([CH3:11])([CH3:10])[C:7]([NH:6][C:5]1[C:4]([F:15])=[CH:3][C:2]([Cl:1])=[CH:14][C:13]=1[C:23](=[O:24])[C:22]([F:29])([F:28])[F:21])=[O:12], predict the reactants needed to synthesize it. The reactants are: [Cl:1][C:2]1[CH:14]=[CH:13][C:5]([NH:6][C:7](=[O:12])[C:8]([CH3:11])([CH3:10])[CH3:9])=[C:4]([F:15])[CH:3]=1.[Li]C(C)(C)C.[F:21][C:22]([F:29])([F:28])[C:23](OCC)=[O:24].